From a dataset of Full USPTO retrosynthesis dataset with 1.9M reactions from patents (1976-2016). Predict the reactants needed to synthesize the given product. (1) The reactants are: [CH3:1][CH:2]([C:4]1[CH2:13][CH2:12][C@H:11]2[C:6](=[CH:7][CH2:8][C@H:9]3[C@@:17]([C:19]([OH:21])=[O:20])([CH3:18])[CH2:16][CH2:15][CH2:14][C@@:10]32[CH3:22])[CH:5]=1)[CH3:3].CO.C(O)C.C(O)=CC. Given the product [CH3:3][CH:2]([C:4]1[CH:13]=[CH:12][C:11]2[C@@:10]3([CH3:22])[CH2:14][CH2:15][CH2:16][C@:17]([C:19]([OH:21])=[O:20])([CH3:18])[C@@H:9]3[CH2:8][CH2:7][C:6]=2[CH:5]=1)[CH3:1], predict the reactants needed to synthesize it. (2) Given the product [Cl:1][C:2]1[CH:3]=[C:4]([C:9]2([C:25]([F:26])([F:28])[F:27])[O:13][N:12]=[C:11]([C:14]3[CH:15]=[CH:16][C:17]([F:24])=[C:18]([NH:19][NH2:20])[CH:23]=3)[CH2:10]2)[CH:5]=[C:6]([Cl:8])[CH:7]=1, predict the reactants needed to synthesize it. The reactants are: [Cl:1][C:2]1[CH:3]=[C:4]([C:9]2([C:25]([F:28])([F:27])[F:26])[O:13][N:12]=[C:11]([C:14]3[CH:15]=[CH:16][C:17]([F:24])=[C:18]([CH:23]=3)[NH:19][N+:20]([O-])=O)[CH2:10]2)[CH:5]=[C:6]([Cl:8])[CH:7]=1.N([O-])=O.[Na+].[Sn](Cl)Cl.[OH-].[Na+]. (3) Given the product [Cl:1][C:2]1[CH:7]=[CH:6][CH:5]=[CH:4][C:3]=1[O:8][C:14]1[C:15]([C:16]([O:18][CH2:19][CH3:20])=[O:17])=[CH:10][N:11]=[C:12]([C:21]2[CH:26]=[C:25]([F:27])[C:24]([F:28])=[C:23]([F:29])[CH:22]=2)[N:13]=1, predict the reactants needed to synthesize it. The reactants are: [Cl:1][C:2]1[CH:7]=[CH:6][CH:5]=[CH:4][C:3]=1[OH:8].Cl[C:10]1[C:15]([C:16]([O:18][CH2:19][CH3:20])=[O:17])=[CH:14][N:13]=[C:12]([C:21]2[CH:26]=[C:25]([F:27])[C:24]([F:28])=[C:23]([F:29])[CH:22]=2)[N:11]=1.C(=O)([O-])[O-].[K+].[K+].